From a dataset of Forward reaction prediction with 1.9M reactions from USPTO patents (1976-2016). Predict the product of the given reaction. (1) Given the reactants [C:1]([C:3]1[CH:11]=[C:10]2[C:6]([CH:7]=[CH:8][NH:9]2)=[CH:5][CH:4]=1)#[N:2].[OH-].[Na+].[Cl:14][CH2:15][CH2:16][CH2:17][CH2:18]Br, predict the reaction product. The product is: [C:1]([C:3]1[CH:11]=[C:10]2[C:6]([CH:7]=[CH:8][N:9]2[CH2:18][CH2:17][CH2:16][CH2:15][Cl:14])=[CH:5][CH:4]=1)#[N:2]. (2) The product is: [CH2:33]([C:31]1[S:30][C:19]2[N:20]=[C:21]([C:23]3[O:27][CH:26]=[N:1][CH:24]=3)[N:22]=[C:17]([NH2:16])[C:18]=2[CH:32]=1)[C:34]1[CH:35]=[CH:36][CH:37]=[CH:38][CH:39]=1. Given the reactants [NH2:1]C1SC(CC2C=CC=CC=2)=CC=1C#N.[NH2:16][C:17]1[C:18]2[CH:32]=[C:31]([CH2:33][C:34]3[CH:39]=[CH:38][CH:37]=[CH:36][CH:35]=3)[S:30][C:19]=2[N:20]=[C:21]([C:23]2[O:27][C:26](C#N)=C[CH:24]=2)[N:22]=1.O1C(C#N)=CN=C1.CC1OC(C#N)=CC=1, predict the reaction product. (3) Given the reactants [NH2:1][C:2](=[N:12][O:13][C:14](=O)[C:15]1[CH:20]=[CH:19][CH:18]=[C:17]([Cl:21])[CH:16]=1)[CH2:3][P:4](=[O:11])([O:8][CH2:9][CH3:10])[O:5][CH2:6][CH3:7].CCCC[N+](CCCC)(CCCC)CCCC.[F-], predict the reaction product. The product is: [Cl:21][C:17]1[CH:16]=[C:15]([C:14]2[O:13][N:12]=[C:2]([CH2:3][P:4](=[O:11])([O:8][CH2:9][CH3:10])[O:5][CH2:6][CH3:7])[N:1]=2)[CH:20]=[CH:19][CH:18]=1. (4) Given the reactants O1[C:5]2([CH2:10][CH2:9][N:8](C3C=CC=CC=3C(OC)=O)[CH2:7][CH2:6]2)[O:4]CC1.[CH3:21][C:22]1[CH:23]=[CH:24][C:25](S(O)(=O)=O)=[CH:26][CH:27]=1.[OH2:32].C[C:34](C)=[O:35].O, predict the reaction product. The product is: [O:4]=[C:5]1[CH2:10][CH2:9][N:8]([C:26]2[CH:27]=[C:22]([CH:23]=[CH:24][CH:25]=2)[C:21]([O:35][CH3:34])=[O:32])[CH2:7][CH2:6]1.